This data is from Full USPTO retrosynthesis dataset with 1.9M reactions from patents (1976-2016). The task is: Predict the reactants needed to synthesize the given product. (1) Given the product [Cl:8][C:9]1[CH:30]=[C:29]([C:2]2[CH:7]=[N:6][CH:5]=[CH:4][N:3]=2)[CH:28]=[CH:27][C:10]=1[C:11]([N:13]1[CH2:17][CH2:16][C@@:15]2([C:21]3[CH:22]=[CH:23][CH:24]=[CH:25][C:20]=3[C:19](=[O:26])[O:18]2)[CH2:14]1)=[O:12], predict the reactants needed to synthesize it. The reactants are: Cl[C:2]1[CH:7]=[N:6][CH:5]=[CH:4][N:3]=1.[Cl:8][C:9]1[CH:30]=[C:29](B2OC(C)(C)C(C)(C)O2)[CH:28]=[CH:27][C:10]=1[C:11]([N:13]1[CH2:17][CH2:16][C@@:15]2([C:21]3[CH:22]=[CH:23][CH:24]=[CH:25][C:20]=3[C:19](=[O:26])[O:18]2)[CH2:14]1)=[O:12].BrC1C=CC(C(N2CC[C@@]3(C4C=CC=CC=4C(=O)O3)C2)=O)=C(Cl)C=1. (2) Given the product [CH3:1][C:2]([CH3:11])([CH2:3][C:4](=[O:6])[CH3:5])[C:7]#[N:8], predict the reactants needed to synthesize it. The reactants are: [CH3:1][C:2]([CH3:11])([CH2:7][N+:8]([O-])=O)[CH2:3][C:4](=[O:6])[CH3:5].[N+](CC(=O)CCC)([O-])=O.N(C(OCC)=O)=NC(OCC)=O.C(P(CCCC)CCCC)CCC. (3) Given the product [CH3:23][O:24][CH2:25][CH2:26][NH:27][C:2]1[CH:9]=[C:8]([N:10]2[C:18]3[CH2:17][C:16]([CH3:20])([CH3:19])[CH2:15][C:14](=[O:21])[C:13]=3[C:12]([CH3:22])=[CH:11]2)[CH:7]=[CH:6][C:3]=1[C:4]([NH2:5])=[O:31], predict the reactants needed to synthesize it. The reactants are: Br[C:2]1[CH:9]=[C:8]([N:10]2[C:18]3[CH2:17][C:16]([CH3:20])([CH3:19])[CH2:15][C:14](=[O:21])[C:13]=3[C:12]([CH3:22])=[CH:11]2)[CH:7]=[CH:6][C:3]=1[C:4]#[N:5].[CH3:23][O:24][CH2:25][CH2:26][NH2:27].CC(C)([O-:31])C.[Na+]. (4) The reactants are: [Li][C:2]([CH3:5])([CH3:4])C.Br[C:7]1[CH:8]=[CH:9][C:10]2[N:11]([Si:21]([C:34]3[CH:39]=[CH:38][CH:37]=[CH:36][CH:35]=3)([C:28]3[CH:33]=[CH:32][CH:31]=[CH:30][CH:29]=3)[C:22]3[CH:27]=[CH:26][CH:25]=[CH:24][CH:23]=3)[C:12]3[C:17]([C:18]=2[CH:19]=1)=[CH:16][C:15](Br)=[CH:14][CH:13]=3.Cl[Si:41]([C:54]1[CH:59]=[CH:58][CH:57]=[CH:56][CH:55]=1)([C:48]1[CH:53]=[CH:52][CH:51]=[CH:50][CH:49]=1)[C:42]1[CH:47]=[CH:46][CH:45]=[CH:44][CH:43]=1.[NH4+].[Cl-]. Given the product [C:28]1([Si:21]([C:4]2[CH:2]=[CH:5][CH:8]=[CH:7][CH:19]=2)([C:22]2[CH:23]=[CH:24][CH:25]=[CH:26][CH:27]=2)[C:7]2[CH:8]=[CH:9][C:10]3[N:11]([Si:21]([C:34]4[CH:39]=[CH:38][CH:37]=[CH:36][CH:35]=4)([C:28]4[CH:33]=[CH:32][CH:31]=[CH:30][CH:29]=4)[C:22]4[CH:27]=[CH:26][CH:25]=[CH:24][CH:23]=4)[C:12]4[C:17]([C:18]=3[CH:19]=2)=[CH:16][C:15]([Si:41]([C:54]2[CH:59]=[CH:58][CH:57]=[CH:56][CH:55]=2)([C:48]2[CH:53]=[CH:52][CH:51]=[CH:50][CH:49]=2)[C:42]2[CH:47]=[CH:46][CH:45]=[CH:44][CH:43]=2)=[CH:14][CH:13]=4)[CH:29]=[CH:30][CH:31]=[CH:32][CH:33]=1, predict the reactants needed to synthesize it. (5) Given the product [C:29]1([CH:27]([NH:26][C:25]([CH:23]2[CH2:24][N:18]3[C:19]4[CH:20]([CH:12]([NH:11][C:10](=[O:41])[CH:8]([NH:7][CH3:6])[CH3:9])[CH2:13][CH2:14][C:15]=4[CH:16]=[CH:17]3)[C:21](=[O:40])[CH2:22]2)=[O:39])[CH3:28])[C:38]2[C:33](=[CH:34][CH:35]=[CH:36][CH:37]=2)[CH:32]=[CH:31][CH:30]=1, predict the reactants needed to synthesize it. The reactants are: C(O[C:6](=O)[N:7](C)[CH:8]([C:10](=[O:41])[NH:11][CH:12]1[CH:20]2[C:21](=[O:40])[CH2:22][CH:23]([C:25](=[O:39])[NH:26][CH:27]([C:29]3[C:38]4[C:33](=[CH:34][CH:35]=[CH:36][CH:37]=4)[CH:32]=[CH:31][CH:30]=3)[CH3:28])[CH2:24][N:18]3[C:19]2=[C:15]([CH:16]=[CH:17]3)[CH2:14][CH2:13]1)[CH3:9])(C)(C)C.C(O)(C(F)(F)F)=O.CCCCCCC. (6) Given the product [N:20]([CH2:6][CH2:7][C:8]1[N:9]=[C:10]2[N:14]([CH:15]=1)[N:13]=[C:12]([C:16]([F:19])([F:18])[F:17])[S:11]2)=[N+:21]=[N-:22], predict the reactants needed to synthesize it. The reactants are: CS(O[CH2:6][CH2:7][C:8]1[N:9]=[C:10]2[N:14]([CH:15]=1)[N:13]=[C:12]([C:16]([F:19])([F:18])[F:17])[S:11]2)(=O)=O.[N-:20]=[N+:21]=[N-:22].[Na+]. (7) Given the product [CH3:61][O:60][C:58](=[O:59])[NH:57][CH:50]([C:49]([N:45]1[CH2:46][CH2:47][CH2:48][CH:44]1[C:41]1[NH:40][C:39]([C:34]2[CH:33]=[CH:32][C:31]3[C:36](=[CH:37][CH:38]=[C:29]([C:25]4[CH:26]=[CH:27][C:28]5[C:18]6[NH:17][C:16]([CH:12]7[CH2:13][CH2:14][CH2:15][N:11]7[C:70](=[O:72])[CH:69]([NH:68][C:66]([O:65][CH3:64])=[O:67])[C:73]7[CH:78]=[CH:77][CH:76]=[CH:75][CH:74]=7)=[N:20][C:19]=6[CH2:21][O:22][C:23]=5[CH:24]=4)[CH:30]=3)[CH:35]=2)=[CH:43][N:42]=1)=[O:62])[CH:51]([CH3:56])[CH3:52], predict the reactants needed to synthesize it. The reactants are: COC(=O)NC(C([N:11]1[CH2:15][CH2:14][CH2:13][CH:12]1[C:16]1[NH:20][C:19]2[CH2:21][O:22][C:23]3[CH:24]=[C:25]([C:29]4[CH:38]=[CH:37][C:36]5[C:31](=[CH:32][CH:33]=[C:34]([C:39]6[NH:40][C:41]([CH:44]7[CH2:48][CH2:47][CH2:46][N:45]7[C:49](=[O:62])[CH:50]([NH:57][C:58]([O:60][CH3:61])=[O:59])[C:51]7[CH:56]=CC=C[CH:52]=7)=[N:42][CH:43]=6)[CH:35]=5)[CH:30]=4)[CH:26]=[CH:27][C:28]=3[C:18]=2[N:17]=1)=O)C(C)C.[CH3:64][O:65][C:66]([NH:68][CH:69]([C:73]1[CH:78]=[CH:77][CH:76]=[CH:75][CH:74]=1)[C:70]([OH:72])=O)=[O:67].